Dataset: Peptide-MHC class II binding affinity with 134,281 pairs from IEDB. Task: Regression. Given a peptide amino acid sequence and an MHC pseudo amino acid sequence, predict their binding affinity value. This is MHC class II binding data. (1) The peptide sequence is QVAKAGLKTNDRKWC. The MHC is DRB1_0901 with pseudo-sequence DRB1_0901. The binding affinity (normalized) is 0.235. (2) The peptide sequence is LQSLGAEIAVEQAAL. The MHC is DRB5_0101 with pseudo-sequence DRB5_0101. The binding affinity (normalized) is 0.441.